Dataset: HIV replication inhibition screening data with 41,000+ compounds from the AIDS Antiviral Screen. Task: Binary Classification. Given a drug SMILES string, predict its activity (active/inactive) in a high-throughput screening assay against a specified biological target. The drug is CCOC(=O)c1ccc(Nc2nc3cc(C(F)(F)F)ccc3nc2C(=O)OCC)cc1. The result is 0 (inactive).